The task is: Predict the reactants needed to synthesize the given product.. This data is from Full USPTO retrosynthesis dataset with 1.9M reactions from patents (1976-2016). (1) Given the product [CH3:45][CH:43]([CH3:44])[CH2:42][C:40]([O:39][C@@H:35]1[C@@:34]([OH:47])([CH3:46])[CH2:33][C@H:32]([O:31][C@H:27]2[C@H:26]([N:48]([CH3:49])[CH3:50])[C@@H:25]([OH:51])[C@H:24]([O:23][C@H:13]3[C@@H:12]([CH2:52][CH2:53][NH:63][CH2:56][C:57]4[CH:62]=[CH:61][CH:60]=[CH:59][CH:58]=4)[CH2:11][C@@H:10]([CH3:55])[C:8](=[O:9])[CH:7]=[CH:6][CH:5]=[CH:4][CH2:3][C@@H:2]([CH3:1])[O:19][C:17](=[O:18])[CH2:16][C@@H:15]([OH:20])[C@@H:14]3[O:21][CH3:22])[O:29][C@@H:28]2[CH3:30])[O:37][C@H:36]1[CH3:38])=[O:41], predict the reactants needed to synthesize it. The reactants are: [CH3:1][CH:2]1[O:19][C:17](=[O:18])[CH2:16][CH:15]([OH:20])[CH:14]([O:21][CH3:22])[CH:13]([O:23][CH:24]2[O:29][CH:28]([CH3:30])[CH:27]([O:31][CH:32]3[O:37][CH:36]([CH3:38])[CH:35]([O:39][C:40]([CH2:42][CH:43]([CH3:45])[CH3:44])=[O:41])[C:34]([OH:47])([CH3:46])[CH2:33]3)[CH:26]([N:48]([CH3:50])[CH3:49])[CH:25]2[OH:51])[CH:12]([CH2:52][CH:53]=O)[CH2:11][CH:10]([CH3:55])[C:8](=[O:9])[CH:7]=[CH:6][CH:5]=[CH:4][CH2:3]1.[CH2:56]([NH2:63])[C:57]1[CH:62]=[CH:61][CH:60]=[CH:59][CH:58]=1.S([O-])([O-])(=O)=O.[Na+].[Na+].C(O[BH-](OC(=O)C)OC(=O)C)(=O)C.[Na+]. (2) Given the product [CH3:25][CH:17]1[C:16]2[C:21](=[CH:22][CH:23]=[CH:24][C:15]=2[O:14][C:11]2[N:12]=[CH:13][C:8]([NH:7][C:5](=[O:6])[C@:2]([CH3:1])([CH2:3][CH3:4])[NH2:26])=[CH:9][N:10]=2)[O:20][CH2:19][CH2:18]1, predict the reactants needed to synthesize it. The reactants are: [CH3:1][C@:2]([NH:26]C(=O)OC(C)(C)C)([C:5]([NH:7][C:8]1[CH:9]=[N:10][C:11]([O:14][C:15]2[CH:24]=[CH:23][CH:22]=[C:21]3[C:16]=2[CH:17]([CH3:25])[CH2:18][CH2:19][O:20]3)=[N:12][CH:13]=1)=[O:6])[CH2:3][CH3:4].C(O)(C(F)(F)F)=O. (3) Given the product [CH3:1][O:2][NH:3][CH2:4][C:5]1[CH:10]=[CH:9][CH:8]=[CH:7][C:6]=1[CH3:11], predict the reactants needed to synthesize it. The reactants are: [CH3:1][O:2][N:3]=[CH:4][C:5]1[CH:10]=[CH:9][CH:8]=[CH:7][C:6]=1[CH3:11].C([BH3-])#N.[Na+]. (4) Given the product [F:1][C:2]1[C:3]([NH:18][S:19]([CH2:22][CH2:23][CH3:24])(=[O:20])=[O:21])=[CH:4][CH:5]=[C:6]([F:17])[C:7]=1[C:26]1[C:30]([C:31]2[CH:36]=[CH:35][N:34]=[C:33]([NH:37][CH2:38][C@@H:39]([NH:41][C:42](=[O:45])[O:43][CH3:44])[CH3:40])[N:32]=2)=[CH:29][N:28]([CH:46]([CH3:48])[CH3:47])[N:27]=1, predict the reactants needed to synthesize it. The reactants are: [F:1][C:2]1[C:7](B2OC(C)(C)C(C)(C)O2)=[C:6]([F:17])[CH:5]=[CH:4][C:3]=1[NH:18][S:19]([CH2:22][CH2:23][CH3:24])(=[O:21])=[O:20].I[C:26]1[C:30]([C:31]2[CH:36]=[CH:35][N:34]=[C:33]([NH:37][CH2:38][C@@H:39]([NH:41][C:42](=[O:45])[O:43][CH3:44])[CH3:40])[N:32]=2)=[CH:29][N:28]([CH:46]([CH3:48])[CH3:47])[N:27]=1.C(=O)([O-])[O-].[Na+].[Na+].C1(C)C=CC=CC=1. (5) Given the product [Cl:1][C:2]1[CH:3]=[N:4][C:5]2[N:6]([N:8]=[C:9]([C:11]([N:27]3[CH2:26][CH2:25][N:24]4[C:20]([C:17]5[CH:18]=[CH:19][N:14]=[CH:15][N:16]=5)=[CH:21][CH:22]=[C:23]4[CH2:28]3)=[O:13])[CH:10]=2)[CH:7]=1, predict the reactants needed to synthesize it. The reactants are: [Cl:1][C:2]1[CH:3]=[N:4][C:5]2[N:6]([N:8]=[C:9]([C:11]([OH:13])=O)[CH:10]=2)[CH:7]=1.[N:14]1[CH:19]=[CH:18][C:17]([C:20]2[N:24]3[CH2:25][CH2:26][NH:27][CH2:28][C:23]3=[CH:22][CH:21]=2)=[N:16][CH:15]=1. (6) Given the product [C:1]([O:5][C:6](=[O:7])[NH:8][C@H:9]([CH2:14][C:15]1[CH:20]=[C:19]([F:21])[C:18]([F:22])=[CH:17][C:16]=1[F:23])[CH2:10][C:11]([N:51]1[CH2:52][C:53]2[CH:58]=[CH:57][CH:56]=[CH:55][C:54]=2[N:48]([CH3:47])[C:49](=[O:59])[CH2:50]1)=[O:13])([CH3:2])([CH3:3])[CH3:4], predict the reactants needed to synthesize it. The reactants are: [C:1]([O:5][C:6]([NH:8][C@H:9]([CH2:14][C:15]1[CH:20]=[C:19]([F:21])[C:18]([F:22])=[CH:17][C:16]=1[F:23])[CH2:10][C:11]([OH:13])=O)=[O:7])([CH3:4])([CH3:3])[CH3:2].C1C=CC2N(O)N=NC=2C=1.C(Cl)CCl.CCN(C(C)C)C(C)C.[CH3:47][N:48]1[C:54]2[CH:55]=[CH:56][CH:57]=[CH:58][C:53]=2[CH2:52][NH:51][CH2:50][C:49]1=[O:59]. (7) Given the product [Cl:30][C:31]1[CH:36]=[C:35]([C:2]2[CH:3]=[C:4]3[C:9](=[CH:10][CH:11]=2)[N:8]=[CH:7][C:6]([C:12]([CH:14]2[CH2:16][CH2:15]2)=[O:13])=[C:5]3[NH:17][C:18]2[CH:19]=[N:20][N:21]([CH:23]3[CH2:28][CH2:27][CH2:26][N:25]([CH3:29])[CH2:24]3)[CH:22]=2)[CH:34]=[C:33]([F:46])[C:32]=1[OH:47], predict the reactants needed to synthesize it. The reactants are: Br[C:2]1[CH:3]=[C:4]2[C:9](=[CH:10][CH:11]=1)[N:8]=[CH:7][C:6]([C:12]([CH:14]1[CH2:16][CH2:15]1)=[O:13])=[C:5]2[NH:17][C:18]1[CH:19]=[N:20][N:21]([CH:23]2[CH2:28][CH2:27][CH2:26][N:25]([CH3:29])[CH2:24]2)[CH:22]=1.[Cl:30][C:31]1[CH:36]=[C:35](B2OC(C)(C)C(C)(C)O2)[CH:34]=[C:33]([F:46])[C:32]=1[OH:47]. (8) Given the product [OH:2][CH2:3][C:5]1[CH:6]=[C:7]([NH:10][C:11]2[C:20]3[C:15](=[CH:16][CH:17]=[CH:18][CH:19]=3)[N:14]=[C:13]([C:21]3[CH:26]=[CH:25][CH:24]=[CH:23][CH:22]=3)[N:12]=2)[NH:8][N:9]=1, predict the reactants needed to synthesize it. The reactants are: C[O:2][C:3]([C:5]1[CH:6]=[C:7]([NH:10][C:11]2[C:20]3[C:15](=[CH:16][CH:17]=[CH:18][CH:19]=3)[N:14]=[C:13]([C:21]3[CH:26]=[CH:25][CH:24]=[CH:23][CH:22]=3)[N:12]=2)[NH:8][N:9]=1)=O.[BH4-].[Li+].Cl.C(=O)([O-])O.[Na+]. (9) The reactants are: [C:1]([O:5][C:6](=[O:33])[NH:7][C:8]1[CH:13]=[CH:12][C:11]([S:14][C:15]2[CH:20]=[CH:19][C:18]([O:21][CH:22]([C:24]3[CH:29]=[CH:28][CH:27]=[CH:26][CH:25]=3)[CH3:23])=[CH:17][C:16]=2[N+:30]([O-])=O)=[CH:10][CH:9]=1)([CH3:4])([CH3:3])[CH3:2].[Cl-].[NH4+].O1CCCC1.O. Given the product [C:1]([O:5][C:6](=[O:33])[NH:7][C:8]1[CH:13]=[CH:12][C:11]([S:14][C:15]2[CH:20]=[CH:19][C:18]([O:21][CH:22]([C:24]3[CH:25]=[CH:26][CH:27]=[CH:28][CH:29]=3)[CH3:23])=[CH:17][C:16]=2[NH2:30])=[CH:10][CH:9]=1)([CH3:2])([CH3:3])[CH3:4], predict the reactants needed to synthesize it. (10) Given the product [F:70][C:40]([F:69])([C:41]([F:67])([F:68])[C:42]([F:65])([F:66])[C:43]([F:63])([F:64])[C:44]([F:61])([F:62])[C:45]([F:59])([F:60])[C:46]([F:57])([F:58])[C:47]([F:55])([F:56])[C:48]([F:53])([F:54])[C:49]([F:50])([F:52])[F:51])[CH2:39][CH2:38][Si:31]([CH:35]([CH3:37])[CH3:36])([CH:32]([CH3:34])[CH3:33])[O:1][CH:2]([C:5]1[CH:10]=[C:9]([I:11])[N:8]([CH2:12][C:13]#[C:14][C:15]2[CH:16]=[CH:17][CH:18]=[CH:19][CH:20]=2)[C:7](=[O:21])[C:6]=1[CH3:22])[CH2:3][CH3:4], predict the reactants needed to synthesize it. The reactants are: [OH:1][CH:2]([C:5]1[CH:10]=[C:9]([I:11])[N:8]([CH2:12][C:13]#[C:14][C:15]2[CH:20]=[CH:19][CH:18]=[CH:17][CH:16]=2)[C:7](=[O:21])[C:6]=1[CH3:22])[CH2:3][CH3:4].CCN(CC)CC.Br[Si:31]([CH2:38][CH2:39][C:40]([F:70])([F:69])[C:41]([F:68])([F:67])[C:42]([F:66])([F:65])[C:43]([F:64])([F:63])[C:44]([F:62])([F:61])[C:45]([F:60])([F:59])[C:46]([F:58])([F:57])[C:47]([F:56])([F:55])[C:48]([F:54])([F:53])[C:49]([F:52])([F:51])[F:50])([CH:35]([CH3:37])[CH3:36])[CH:32]([CH3:34])[CH3:33].